From a dataset of Reaction yield outcomes from USPTO patents with 853,638 reactions. Predict the reaction yield, written as a fraction of the theoretical maximum amount of product (1.0 means a 100% yield; for example, 0.34 means a 34% yield). (1) The reactants are S(=O)(=O)(O)O.[CH2:6]([CH:8]([CH2:11][CH3:12])[CH:9]=O)[CH3:7].[CH2:13]([O:20][C:21]1[CH:28]=[CH:27][C:24]([C:25]#[N:26])=[CH:23][C:22]=1[NH:29]N)[C:14]1[CH:19]=[CH:18][CH:17]=[CH:16][CH:15]=1.[BH4-].[Na+]. The catalyst is C(O)C. The product is [CH2:13]([O:20][C:21]1[CH:28]=[CH:27][C:24]([C:25]#[N:26])=[C:23]2[C:22]=1[NH:29][CH2:9][C:8]2([CH2:11][CH3:12])[CH2:6][CH3:7])[C:14]1[CH:19]=[CH:18][CH:17]=[CH:16][CH:15]=1. The yield is 0.540. (2) The reactants are [CH3:1][O:2][C:3]1[CH:4]=[C:5]([CH:8]=[CH:9][C:10]=1[O:11][CH2:12][CH2:13][O:14][CH3:15])[CH:6]=O.[S:16]1[CH2:22][C:20](=[O:21])[NH:19][C:17]1=[S:18].CC([O-])=O.[Na+].CC(O)=O. The product is [CH3:1][O:2][C:3]1[CH:4]=[C:5]([CH:6]=[C:22]2[S:16][C:17](=[S:18])[NH:19][C:20]2=[O:21])[CH:8]=[CH:9][C:10]=1[O:11][CH2:12][CH2:13][O:14][CH3:15]. The catalyst is O. The yield is 0.720. (3) The catalyst is CCCCO. The yield is 0.840. The reactants are Cl[C:2]1[N:7]=[CH:6][N:5]=[C:4]([NH:8][C:9]2[CH:14]=[CH:13][CH:12]=[C:11]([O:15][CH3:16])[CH:10]=2)[CH:3]=1.[CH2:17]([CH2:19][NH2:20])[OH:18].CCN(C(C)C)C(C)C. The product is [CH3:16][O:15][C:11]1[CH:10]=[C:9]([NH:8][C:4]2[N:5]=[CH:6][N:7]=[C:2]([NH:20][CH2:19][CH2:17][OH:18])[CH:3]=2)[CH:14]=[CH:13][CH:12]=1. (4) The reactants are [F:1][C:2]1[CH:7]=[CH:6][CH:5]=[C:4]([F:8])[C:3]=1[N:9]1[C:14]2[N:15]=[C:16]([N:29]3[CH2:34][CH2:33][CH:32]([N:35]4[CH2:40][CH2:39][CH:38]([CH3:41])[CH2:37][CH2:36]4)[CH2:31][CH2:30]3)[N:17]=[C:18]([C:19]3[CH:20]=[C:21]([CH:25]=[CH:26][C:27]=3[CH3:28])[C:22](O)=[O:23])[C:13]=2[CH:12]=[CH:11][C:10]1=[O:42].CN(C(ON1N=NC2C=CC=CC1=2)=[N+](C)C)C.F[P-](F)(F)(F)(F)F.C(N(CC)CC)C.[CH3:74][C:75]([CH3:79])([CH3:78])[CH2:76][NH2:77]. The catalyst is CN(C=O)C. The product is [F:1][C:2]1[CH:7]=[CH:6][CH:5]=[C:4]([F:8])[C:3]=1[N:9]1[C:14]2[N:15]=[C:16]([N:29]3[CH2:30][CH2:31][CH:32]([N:35]4[CH2:36][CH2:37][CH:38]([CH3:41])[CH2:39][CH2:40]4)[CH2:33][CH2:34]3)[N:17]=[C:18]([C:19]3[CH:20]=[C:21]([CH:25]=[CH:26][C:27]=3[CH3:28])[C:22]([NH:77][CH2:76][C:75]([CH3:79])([CH3:78])[CH3:74])=[O:23])[C:13]=2[CH:12]=[CH:11][C:10]1=[O:42]. The yield is 0.500. (5) The catalyst is C(O)(C(F)(F)F)=O.C(Cl)Cl. The product is [Cl:1][C:2]1[CH:3]=[C:4]([NH:8][C:9]2[CH:14]=[C:13]([NH:15][C:16]3[CH:36]=[CH:35][CH:34]=[C:18]([C:19]([N:21]4[CH2:22][CH2:23][NH:24][CH2:25][CH2:26]4)=[O:20])[CH:17]=3)[N:12]3[N:37]=[CH:38][C:39]([CH:40]=[C:41]4[NH:42][C:43](=[O:47])[NH:44][C:45]4=[O:46])=[C:11]3[N:10]=2)[CH:5]=[CH:6][CH:7]=1. The reactants are [Cl:1][C:2]1[CH:3]=[C:4]([NH:8][C:9]2[CH:14]=[C:13]([NH:15][C:16]3[CH:17]=[C:18]([CH:34]=[CH:35][CH:36]=3)[C:19]([N:21]3[CH2:26][CH2:25][N:24](C(OC(C)(C)C)=O)[CH2:23][CH2:22]3)=[O:20])[N:12]3[N:37]=[CH:38][C:39]([CH:40]=[C:41]4[C:45](=[O:46])[NH:44][C:43](=[O:47])[NH:42]4)=[C:11]3[N:10]=2)[CH:5]=[CH:6][CH:7]=1. The yield is 0.210. (6) The reactants are Cl[C:2]1[C:7]([NH:8][C:9](=O)[CH2:10][CH2:11][C:12]2[CH:17]=[CH:16][CH:15]=[CH:14][CH:13]=2)=C(Cl)N=[CH:4][N:3]=1.C([OH:22])C.N[C:24]([NH2:26])=[S:25]. The catalyst is C(O)=O. The product is [C:12]1([CH2:11][CH2:10][C:9]2[S:25][C:24]3[N:26]=[CH:4][N:3]=[C:2]([OH:22])[C:7]=3[N:8]=2)[CH:17]=[CH:16][CH:15]=[CH:14][CH:13]=1. The yield is 0.340. (7) The reactants are [Si]([O:8][CH2:9][C:10]1[N:14]2[C:15](=[O:42])[N:16]([CH:18]3[CH2:23][CH2:22][N:21]([C:24]([C@H:26]([NH:31][C:32]([NH:34][C:35]4[CH:40]=[CH:39][C:38]([Cl:41])=[CH:37][CH:36]=4)=[O:33])[C:27]([CH3:30])([CH3:29])[CH3:28])=[O:25])[CH2:20][CH2:19]3)[CH2:17][C:13]2=[CH:12][N:11]=1)(C(C)(C)C)(C)C.C(O)(=O)C.O. The yield is 0.850. The product is [Cl:41][C:38]1[CH:37]=[CH:36][C:35]([NH:34][C:32]([NH:31][C@@H:26]([C:24]([N:21]2[CH2:22][CH2:23][CH:18]([N:16]3[CH2:17][C:13]4=[CH:12][N:11]=[C:10]([CH2:9][OH:8])[N:14]4[C:15]3=[O:42])[CH2:19][CH2:20]2)=[O:25])[C:27]([CH3:29])([CH3:30])[CH3:28])=[O:33])=[CH:40][CH:39]=1. The catalyst is C1COCC1.